Predict the product of the given reaction. From a dataset of Forward reaction prediction with 1.9M reactions from USPTO patents (1976-2016). (1) Given the reactants [CH3:1][CH:2]([C:4]1[CH2:13][CH2:12][C@H:11]2[C:6](=[CH:7][CH2:8][C@H:9]3[C@@:17]([C:19]([OH:21])=[O:20])([CH3:18])[CH2:16][CH2:15][CH2:14][C@@:10]32[CH3:22])[CH:5]=1)[CH3:3].CC(C1C=C(NC(NC2C=CC(OCC(O)CNC(C)(C)C)=C(C(C)=O)C=2)=O)C=CC=1OCC(O)CNC(C)(C)C)=O.[H][H], predict the reaction product. The product is: [CH3:3][CH:2]([CH:4]1[CH2:5][CH:6]2[CH2:7][CH2:8][CH:9]3[C:17]([C:19]([OH:21])=[O:20])([CH3:18])[CH2:16][CH2:15][CH2:14][C:10]3([CH3:22])[CH:11]2[CH2:12][CH2:13]1)[CH3:1]. (2) Given the reactants [NH2:1][C:2]1[N:7]=[CH:6][N:5]=[C:4]2[N:8]([CH:24]3[CH2:29][CH2:28][CH2:27][N:26](C(OC(C)(C)C)=O)[CH2:25]3)[N:9]=[C:10]([C:11]3[CH:16]=[CH:15][C:14]([O:17][C:18]4[CH:23]=[CH:22][CH:21]=[CH:20][CH:19]=4)=[CH:13][CH:12]=3)[C:3]=12, predict the reaction product. The product is: [O:17]([C:14]1[CH:13]=[CH:12][C:11]([C:10]2[C:3]3[C:4](=[N:5][CH:6]=[N:7][C:2]=3[NH2:1])[N:8]([CH:24]3[CH2:29][CH2:28][CH2:27][NH:26][CH2:25]3)[N:9]=2)=[CH:16][CH:15]=1)[C:18]1[CH:23]=[CH:22][CH:21]=[CH:20][CH:19]=1. (3) The product is: [F:45][C:44]1[CH:43]=[CH:42][C:28]([C:29](=[O:30])[NH:31][C@@H:32]2[C:40]3[C:35](=[CH:36][CH:37]=[CH:38][CH:39]=3)[CH2:34][C@@H:33]2[OH:41])=[CH:27][C:26]=1[NH:25][C:11]([C:8]1[N:5]2[CH:6]=[CH:7][C:2]([F:1])=[CH:3][C:4]2=[N:10][CH:9]=1)=[O:13]. Given the reactants [F:1][C:2]1[CH:7]=[CH:6][N:5]2[C:8]([C:11]([OH:13])=O)=[CH:9][N:10]=[C:4]2[CH:3]=1.C(Cl)(=O)C(Cl)=O.CN(C=O)C.[NH2:25][C:26]1[CH:27]=[C:28]([CH:42]=[CH:43][C:44]=1[F:45])[C:29]([NH:31][C@@H:32]1[C:40]2[C:35](=[CH:36][CH:37]=[CH:38][CH:39]=2)[CH2:34][C@@H:33]1[OH:41])=[O:30], predict the reaction product. (4) Given the reactants [CH:1]([C:4]1[N:20]=[C:7]2[CH:8]=[C:9]([NH:12]C(=O)OC(C)(C)C)[CH:10]=[CH:11][N:6]2[N:5]=1)([CH3:3])[CH3:2].Cl, predict the reaction product. The product is: [CH:1]([C:4]1[N:20]=[C:7]2[CH:8]=[C:9]([NH2:12])[CH:10]=[CH:11][N:6]2[N:5]=1)([CH3:3])[CH3:2]. (5) Given the reactants [OH:1][CH:2]1[CH2:7][CH2:6][N:5]([C:8]([N:10]2[CH2:15][CH:14]([C:16]3[CH:21]=[CH:20][C:19]([C:22]([F:25])([F:24])[F:23])=[CH:18][CH:17]=3)[CH2:13][CH:12]([C:26](O)=[O:27])[CH2:11]2)=[O:9])[CH2:4][CH2:3]1.O[N:30]=[C:31]([CH:33]1[CH2:35][CH2:34]1)[NH2:32], predict the reaction product. The product is: [CH:33]1([C:31]2[N:32]=[C:26]([CH:12]3[CH2:13][CH:14]([C:16]4[CH:17]=[CH:18][C:19]([C:22]([F:24])([F:23])[F:25])=[CH:20][CH:21]=4)[CH2:15][N:10]([C:8]([N:5]4[CH2:4][CH2:3][CH:2]([OH:1])[CH2:7][CH2:6]4)=[O:9])[CH2:11]3)[O:27][N:30]=2)[CH2:35][CH2:34]1. (6) Given the reactants [Cl:1][C:2]1[CH:7]=[C:6]([N+]([O-])=O)[CH:5]=[CH:4][N:3]=1.[CH3:11][O:12][CH2:13][CH2:14][OH:15].CC([O-])(C)C.[K+], predict the reaction product. The product is: [Cl:1][C:2]1[CH:7]=[C:6]([O:15][CH2:14][CH2:13][O:12][CH3:11])[CH:5]=[CH:4][N:3]=1.